Dataset: Forward reaction prediction with 1.9M reactions from USPTO patents (1976-2016). Task: Predict the product of the given reaction. (1) The product is: [C:67]([O:71][C:72]([NH:74][C:75]1[S:79][C:78]([C:80]2[C:85]([F:86])=[CH:84][CH:83]=[CH:82][C:81]=2[F:87])=[N:77][C:76]=1[C:88]([NH:1][C:2]1[CH:3]=[N:4][N:5]([CH3:24])[C:6]=1[N:7]1[CH2:13][C:12]([O:15][CH3:16])([CH3:14])[CH2:11][N:10]([C:17]([O:19][C:20]([CH3:23])([CH3:22])[CH3:21])=[O:18])[CH2:9][CH2:8]1)=[O:89])=[O:73])([CH3:70])([CH3:68])[CH3:69]. Given the reactants [NH2:1][C:2]1[CH:3]=[N:4][N:5]([CH3:24])[C:6]=1[N:7]1[CH2:13][C:12]([O:15][CH3:16])([CH3:14])[CH2:11][N:10]([C:17]([O:19][C:20]([CH3:23])([CH3:22])[CH3:21])=[O:18])[CH2:9][CH2:8]1.CCN(C(C)C)C(C)C.C1CN([P+](ON2N=NC3C=CC=CC2=3)(N2CCCC2)N2CCCC2)CC1.F[P-](F)(F)(F)(F)F.[C:67]([O:71][C:72]([NH:74][C:75]1[S:79][C:78]([C:80]2[C:85]([F:86])=[CH:84][CH:83]=[CH:82][C:81]=2[F:87])=[N:77][C:76]=1[C:88](O)=[O:89])=[O:73])([CH3:70])([CH3:69])[CH3:68], predict the reaction product. (2) Given the reactants [CH:1]1([NH:4][C:5]2(N)[N:13]=[C:12]([C:14]([F:17])([F:16])[F:15])[N:11]=[C:10]3[C:6]2=[N:7][CH:8]=[N:9]3)[CH2:3][CH2:2]1.[CH3:19][O:20][C:21]1[CH:22]=[C:23](B(O)O)[CH:24]=[CH:25][C:26]=1[O:27][CH3:28].C(N(CC)CC)C.C(#N)C, predict the reaction product. The product is: [CH:1]1([NH:4][C:5]2[N:13]=[C:12]([C:14]([F:17])([F:15])[F:16])[N:11]=[C:10]3[C:6]=2[N:7]=[CH:8][N:9]3[C:24]2[CH:23]=[CH:22][C:21]([O:20][CH3:19])=[C:26]([O:27][CH3:28])[CH:25]=2)[CH2:3][CH2:2]1. (3) The product is: [NH2:17][C:13]1[N:12]=[C:11]2[N:10]([CH3:18])[N:9]=[C:8]([C:5]3[CH:6]=[CH:7][C:2]([Cl:1])=[C:3]([S:20]([Cl:19])(=[O:22])=[O:21])[CH:4]=3)[C:16]2=[CH:15][N:14]=1. Given the reactants [Cl:1][C:2]1[CH:7]=[CH:6][C:5]([C:8]2[C:16]3[C:11](=[N:12][C:13]([NH2:17])=[N:14][CH:15]=3)[N:10]([CH3:18])[N:9]=2)=[CH:4][CH:3]=1.[Cl:19][S:20](O)(=[O:22])=[O:21], predict the reaction product. (4) Given the reactants I[C:2]1[CH:7]=[CH:6][C:5]([N+:8]([O-:10])=[O:9])=[CH:4][CH:3]=1.[C:11]([C:13]1[CH:18]=[CH:17][CH:16]=[CH:15][N:14]=1)#[CH:12].N1CCC[C@H]1C(O)=O.C([O-])([O-])=O.[Na+].[Na+].[N-:33]=[N+:34]=[N-:35].[Na+].[Na].O=C1O[C@H]([C@H](CO)O)C([O-])=C1O, predict the reaction product. The product is: [N+:8]([C:5]1[CH:6]=[CH:7][C:2]([N:33]2[CH:12]=[C:11]([C:13]3[CH:18]=[CH:17][CH:16]=[CH:15][N:14]=3)[N:35]=[N:34]2)=[CH:3][CH:4]=1)([O-:10])=[O:9]. (5) Given the reactants [F:1][C:2]1[CH:7]=[C:6](B2OC(C)(C)C(C)(C)O2)[CH:5]=[CH:4][C:3]=1[CH2:17][C:18]([OH:20])=[O:19].Cl[C:22]1[CH:31]=[N:30][C:29]2[C:24](=[CH:25][C:26]([O:34][CH3:35])=[C:27]([O:32][CH3:33])[CH:28]=2)[N:23]=1.C(=O)([O-])[O-].[Na+].[Na+].Cl, predict the reaction product. The product is: [CH3:33][O:32][C:27]1[CH:28]=[C:29]2[C:24](=[CH:25][C:26]=1[O:34][CH3:35])[N:23]=[C:22]([C:6]1[CH:5]=[CH:4][C:3]([CH2:17][C:18]([OH:20])=[O:19])=[C:2]([F:1])[CH:7]=1)[CH:31]=[N:30]2. (6) Given the reactants C1C=CC(P([N:15]=[N+]=[N-])(C2C=CC=CC=2)=O)=CC=1.[CH3:18][C:19]([OH:22])([CH3:21])[CH3:20].[CH3:23][C:24]1[N:28]2[N:29]=[C:30]([N:36]([CH3:45])[C@H:37]([C:39]3[CH:44]=[CH:43][CH:42]=[CH:41][CH:40]=3)[CH3:38])[CH:31]=[C:32](C(O)=O)[C:27]2=[N:26][N:25]=1.[O:46]1[CH2:51]COCC1, predict the reaction product. The product is: [C:19]([O:22][C:51](=[O:46])[NH:15][C:32]1[C:27]2[N:28]([C:24]([CH3:23])=[N:25][N:26]=2)[N:29]=[C:30]([N:36]([CH3:45])[C@H:37]([C:39]2[CH:40]=[CH:41][CH:42]=[CH:43][CH:44]=2)[CH3:38])[CH:31]=1)([CH3:21])([CH3:20])[CH3:18]. (7) The product is: [CH2:8]([C:7]1[O:6][C:5]([C:14]2[CH:15]=[CH:16][C:17]3[C:18](=[CH:21][CH:22]=[CH:23][CH:20]=3)[CH:19]=2)=[N:4][C:3]=1[CH2:2][I:1])[CH3:13]. Given the reactants [I:1][CH2:2][C:3]1[N:4]=[C:5]([C:14]2[CH:19]=[CH:18][C:17]([CH3:20])=[CH:16][CH:15]=2)[O:6][C:7]=1[C:8]1[CH:13]=CC=CC=1.[CH3:21][C:22](=NO)[C:23](=O)CC.C1C2C(=CC=CC=2)C=CC=1C=O, predict the reaction product.